This data is from Catalyst prediction with 721,799 reactions and 888 catalyst types from USPTO. The task is: Predict which catalyst facilitates the given reaction. (1) Reactant: [Cl:1][C:2]1[CH:7]=[CH:6][C:5]([C@H:8]([C@@H:12]([CH3:17])[C:13]([F:16])([F:15])[F:14])[C:9](Cl)=[O:10])=[CH:4][CH:3]=1.C(N(CC)C(C)C)(C)C.[C:27]([O:31][C:32](=[O:43])[CH2:33][CH2:34][C:35]1[CH:40]=[CH:39][C:38]([Cl:41])=[C:37]([NH2:42])[CH:36]=1)([CH3:30])([CH3:29])[CH3:28].O. Product: [C:27]([O:31][C:32](=[O:43])[CH2:33][CH2:34][C:35]1[CH:40]=[CH:39][C:38]([Cl:41])=[C:37]([NH:42][C:9](=[O:10])[C@H:8]([C:5]2[CH:6]=[CH:7][C:2]([Cl:1])=[CH:3][CH:4]=2)[C@@H:12]([CH3:17])[C:13]([F:16])([F:15])[F:14])[CH:36]=1)([CH3:30])([CH3:28])[CH3:29]. The catalyst class is: 56. (2) Reactant: [CH3:1][S:2]([C:5]1[N:6]=[CH:7][N:8]2[CH:12]=[CH:11][S:10][C:9]=12)(=[O:4])=[O:3].[CH3:13][Si]([N-][Si](C)(C)C)(C)C.[Li+].C1COCC1.CI.[Cl-].[Na+]. Product: [CH2:1]([S:2]([C:5]1[N:6]=[CH:7][N:8]2[CH:12]=[CH:11][S:10][C:9]=12)(=[O:3])=[O:4])[CH3:13]. The catalyst class is: 1. (3) Reactant: [Cl:1][C:2]1[C:3]([C:27]([F:30])([F:29])[F:28])=[N:4][N:5]([CH2:8][CH:9]([CH:11]2[CH2:16][CH2:15][N:14]([C:17]3[CH:22]=[C:21]([O:23][CH3:24])[C:20]([Cl:25])=[CH:19][C:18]=3[Cl:26])[CH2:13][CH2:12]2)[NH2:10])[C:6]=1[CH3:7].C(N(CC)CC)C.[CH3:38][S:39](Cl)(=[O:41])=[O:40]. Product: [Cl:1][C:2]1[C:3]([C:27]([F:30])([F:29])[F:28])=[N:4][N:5]([CH2:8][CH:9]([NH:10][S:39]([CH3:38])(=[O:41])=[O:40])[CH:11]2[CH2:16][CH2:15][N:14]([C:17]3[CH:22]=[C:21]([O:23][CH3:24])[C:20]([Cl:25])=[CH:19][C:18]=3[Cl:26])[CH2:13][CH2:12]2)[C:6]=1[CH3:7]. The catalyst class is: 2. (4) Reactant: C[O:2][C:3]([C@H:5]1[C@H:9]([NH:10]C(OC(C)(C)C)=O)[CH2:8][N:7]([CH2:18][C:19]2[C:28]3[C:23](=[CH:24][CH:25]=[CH:26][CH:27]=3)[CH:22]=[CH:21][CH:20]=2)[CH2:6]1)=[O:4]. Product: [NH2:10][C@@H:9]1[CH2:8][N:7]([CH2:18][C:19]2[C:28]3[C:23](=[CH:24][CH:25]=[CH:26][CH:27]=3)[CH:22]=[CH:21][CH:20]=2)[CH2:6][C@H:5]1[C:3]([OH:4])=[O:2]. The catalyst class is: 33. (5) Reactant: [Cl:1][C:2]1[N:7]=[C:6]([Cl:8])[CH:5]=[C:4](Cl)[N:3]=1.[F:10][C:11]([F:21])([F:20])[O:12][C:13]1[CH:19]=[CH:18][C:16]([NH2:17])=[CH:15][CH:14]=1.C([O-])([O-])=O.[K+].[K+]. Product: [Cl:1][C:2]1[N:3]=[C:4]([NH:17][C:16]2[CH:18]=[CH:19][C:13]([O:12][C:11]([F:10])([F:20])[F:21])=[CH:14][CH:15]=2)[CH:5]=[C:6]([Cl:8])[N:7]=1. The catalyst class is: 8.